Dataset: Forward reaction prediction with 1.9M reactions from USPTO patents (1976-2016). Task: Predict the product of the given reaction. (1) Given the reactants [OH:1][CH2:2][CH:3]1[O:8][CH2:7][CH2:6][N:5](C(OC(C)(C)C)=O)[CH2:4]1.[F:16][C:17]([F:22])([F:21])[C:18]([OH:20])=[O:19], predict the reaction product. The product is: [F:16][C:17]([F:22])([F:21])[C:18]([OH:20])=[O:19].[NH:5]1[CH2:6][CH2:7][O:8][CH:3]([CH2:2][OH:1])[CH2:4]1. (2) The product is: [CH3:3][N:5]([CH2:12][CH2:13][O:14][C:16]1[CH:23]=[CH:22][C:19]([CH:20]=[O:21])=[CH:18][CH:17]=1)[C:6]1[CH:11]=[CH:10][CH:9]=[CH:8][N:7]=1. Given the reactants [OH-].[K+].[CH2:3]([N:5]([CH2:12][CH2:13][OH:14])[C:6]1[CH:11]=[CH:10][CH:9]=[CH:8][N:7]=1)C.F[C:16]1[CH:23]=[CH:22][C:19]([CH:20]=[O:21])=[CH:18][CH:17]=1.[OH-].C([N+](CCCC)(CCCC)CCCC)CCC, predict the reaction product. (3) The product is: [Cl:38][C:33]1[CH:32]=[CH:31][C:30]([CH2:29][C:28]2[C:3]([OH:12])([CH3:2])[O:25][C:24](=[O:26])[C:23]=2[C:16]2[C:15]([F:14])=[CH:20][C:19]([F:21])=[CH:18][C:17]=2[F:22])=[CH:41][CH:40]=1. Given the reactants Br[CH:2](C)[C:3](=[O:12])CC1C=CC(Cl)=CC=1.[F:14][C:15]1[CH:20]=[C:19]([F:21])[CH:18]=[C:17]([F:22])[C:16]=1[CH2:23][C:24]([OH:26])=[O:25].N12CCCN=[C:33]1[CH2:32][CH2:31][CH2:30][CH2:29][CH2:28]2.[Cl-:38].[NH4+].[C:40](#N)[CH3:41], predict the reaction product. (4) Given the reactants [Cl-].O[NH3+:3].[C:4](=[O:7])([O-])[OH:5].[Na+].CS(C)=O.[CH2:13]([C:17]1[N:18]=[C:19]([CH3:47])[N:20]([CH2:39][C:40]2[CH:45]=[CH:44][C:43]([CH3:46])=[CH:42][N:41]=2)[C:21](=[O:38])[C:22]=1[CH2:23][C:24]1[CH:29]=[CH:28][C:27]([C:30]2[C:31]([C:36]#[N:37])=[CH:32][CH:33]=[CH:34][CH:35]=2)=[CH:26][CH:25]=1)[CH2:14][CH2:15][CH3:16], predict the reaction product. The product is: [CH2:13]([C:17]1[N:18]=[C:19]([CH3:47])[N:20]([CH2:39][C:40]2[CH:45]=[CH:44][C:43]([CH3:46])=[CH:42][N:41]=2)[C:21](=[O:38])[C:22]=1[CH2:23][C:24]1[CH:25]=[CH:26][C:27]([C:30]2[CH:35]=[CH:34][CH:33]=[CH:32][C:31]=2[C:36]2[NH:3][C:4](=[O:7])[O:5][N:37]=2)=[CH:28][CH:29]=1)[CH2:14][CH2:15][CH3:16].